Dataset: Forward reaction prediction with 1.9M reactions from USPTO patents (1976-2016). Task: Predict the product of the given reaction. (1) Given the reactants [CH3:1][O:2][C:3]([C@@:5]1([NH:10][C:11]([C@@H:13]2[CH2:17][C@@H:16]([O:18][C:19]3[C:20]4[CH:33]=[CH:32][S:31][C:21]=4[N:22]=[C:23]([C:25]4[CH:30]=[CH:29][CH:28]=[CH:27][N:26]=4)[N:24]=3)[CH2:15][N:14]2C(OC(C)(C)C)=O)=[O:12])[CH2:7][C@H:6]1[CH:8]=[CH2:9])=[O:4].FC(F)(F)C(O)=O.C(=O)(O)[O-], predict the reaction product. The product is: [N:26]1[CH:27]=[CH:28][CH:29]=[CH:30][C:25]=1[C:23]1[N:24]=[C:19]([O:18][C@H:16]2[CH2:15][NH:14][C@H:13]([C:11]([NH:10][C@:5]3([C:3]([O:2][CH3:1])=[O:4])[CH2:7][C@H:6]3[CH:8]=[CH2:9])=[O:12])[CH2:17]2)[C:20]2[CH:33]=[CH:32][S:31][C:21]=2[N:22]=1. (2) Given the reactants [CH2:1]([O:3][C:4]([C:6]1[C:10]2[CH:11]=[CH:12][C:13](OS(C(F)(F)F)(=O)=O)=[CH:14][C:9]=2[O:8][C:7]=1[C:23](=[O:32])[C:24]1[CH:29]=[CH:28][C:27]([Cl:30])=[CH:26][C:25]=1[Cl:31])=[O:5])[CH3:2].[CH3:33][C:34]1[CH:35]=[C:36](B(O)O)[CH:37]=[CH:38][CH:39]=1.C(=O)([O-])[O-].[K+].[K+], predict the reaction product. The product is: [CH2:1]([O:3][C:4]([C:6]1[C:10]2[CH:11]=[CH:12][C:13]([C:38]3[CH:39]=[C:34]([CH3:33])[CH:35]=[CH:36][CH:37]=3)=[CH:14][C:9]=2[O:8][C:7]=1[C:23](=[O:32])[C:24]1[CH:29]=[CH:28][C:27]([Cl:30])=[CH:26][C:25]=1[Cl:31])=[O:5])[CH3:2]. (3) Given the reactants Cl[CH2:2][C:3](Cl)=[O:4].[CH3:6][CH:7]([CH3:13])[CH2:8][CH2:9][CH:10]([NH2:12])[CH3:11].[OH:14][C:15]1[N:16]=[C:17]([C:21]2[CH:26]=[CH:25][C:24]([C:27]([O:29]C)=[O:28])=[CH:23][CH:22]=2)[S:18][C:19]=1[CH3:20], predict the reaction product. The product is: [CH3:11][CH:10]([NH:12][C:3](=[O:4])[CH2:2][O:14][C:15]1[N:16]=[C:17]([C:21]2[CH:26]=[CH:25][C:24]([C:27]([OH:29])=[O:28])=[CH:23][CH:22]=2)[S:18][C:19]=1[CH3:20])[CH2:9][CH2:8][CH:7]([CH3:13])[CH3:6]. (4) Given the reactants [N:1](=[C:3]([C:9](=[O:11])[CH3:10])[C:4]([O:6][CH2:7][CH3:8])=[O:5])O.[C:12](O)(=[O:14])[CH3:13], predict the reaction product. The product is: [C:12]([NH:1][CH:3]([C:9](=[O:11])[CH3:10])[C:4]([O:6][CH2:7][CH3:8])=[O:5])(=[O:14])[CH3:13]. (5) The product is: [Cl:1][C:2]1[N:10]=[C:9]2[C:5]([N:6]=[CH:7][NH:8]2)=[C:4]([NH:11][CH:12]2[CH2:17][CH2:16][CH2:15][N:14]([S:26]([CH3:25])(=[O:28])=[O:27])[CH2:13]2)[N:3]=1. Given the reactants [Cl:1][C:2]1[N:10]=[C:9]2[C:5]([N:6]=[CH:7][NH:8]2)=[C:4]([NH:11][CH:12]2[CH2:17][CH2:16][CH2:15][NH:14][CH2:13]2)[N:3]=1.C(N(CC)CC)C.[CH3:25][S:26](Cl)(=[O:28])=[O:27], predict the reaction product. (6) The product is: [NH:33]1[CH:37]=[C:36]([CH2:38][CH:39]2[CH2:48][CH2:47][C:46]3[C:41](=[CH:42][CH:43]=[CH:44][CH:45]=3)[C:40]2=[CH:11][C:12]#[N:13])[N:35]=[CH:34]1. Given the reactants [H-].[Na+].C(OP([CH2:11][C:12]#[N:13])(=O)OCC)C.C([N:33]1[CH:37]=[C:36]([CH2:38][CH:39]2[CH2:48][CH2:47][C:46]3[C:41](=[CH:42][CH:43]=[CH:44][CH:45]=3)[C:40]2=O)[N:35]=[CH:34]1)(C1C=CC=CC=1)(C1C=CC=CC=1)C1C=CC=CC=1.P(=O)([O-])OC(CC)(CC)C#N, predict the reaction product. (7) Given the reactants [CH:1]1([C:4]#[C:5][C:6]([C:8]2[S:12][C:11]([C:13]([O:15][CH3:16])=[O:14])=[CH:10][CH:9]=2)=O)[CH2:3][CH2:2]1.Cl.[CH2:18]([NH:25][NH2:26])[C:19]1[CH:24]=[CH:23][CH:22]=[CH:21][CH:20]=1.C(=O)([O-])[O-].[K+].[K+], predict the reaction product. The product is: [CH2:18]([N:25]1[C:6]([C:8]2[S:12][C:11]([C:13]([O:15][CH3:16])=[O:14])=[CH:10][CH:9]=2)=[CH:5][C:4]([CH:1]2[CH2:3][CH2:2]2)=[N:26]1)[C:19]1[CH:24]=[CH:23][CH:22]=[CH:21][CH:20]=1.